From a dataset of Reaction yield outcomes from USPTO patents with 853,638 reactions. Predict the reaction yield, written as a fraction of the theoretical maximum amount of product (1.0 means a 100% yield; for example, 0.34 means a 34% yield). (1) The reactants are [F:1][C:2]([F:21])([F:20])[C@@H:3]([OH:19])[CH2:4][N:5]1[CH2:10][CH2:9][CH2:8][CH:7]([C:11]2[CH:16]=[CH:15][C:14]([O:17][CH3:18])=[CH:13][CH:12]=2)[CH2:6]1.[Cl:22][C:23]1[CH:28]=[CH:27][C:26]([N:29]=[C:30]=[O:31])=[CH:25][CH:24]=1. The catalyst is C(#N)C. The product is [F:21][C:2]([F:1])([F:20])[C@@H:3]([O:19][C:30](=[O:31])[NH:29][C:26]1[CH:27]=[CH:28][C:23]([Cl:22])=[CH:24][CH:25]=1)[CH2:4][N:5]1[CH2:10][CH2:9][CH2:8][CH:7]([C:11]2[CH:12]=[CH:13][C:14]([O:17][CH3:18])=[CH:15][CH:16]=2)[CH2:6]1. The yield is 0.350. (2) The reactants are [NH2:1][C:2]1[CH:3]=[C:4]([CH:10]=[CH:11][CH:12]=1)[C:5]([O:7][CH2:8][CH3:9])=[O:6].[F:13][C:14]([F:27])([O:18][C:19]1[CH:20]=[C:21]([CH:24]=[CH:25][CH:26]=1)[CH:22]=O)[CH:15]([F:17])[F:16].C(O)(=O)C.[BH-](OC(C)=O)(OC(C)=O)OC(C)=O.[Na+]. The catalyst is ClC(Cl)C. The product is [F:13][C:14]([F:27])([O:18][C:19]1[CH:20]=[C:21]([CH2:22][NH:1][C:2]2[CH:3]=[C:4]([CH:10]=[CH:11][CH:12]=2)[C:5]([O:7][CH2:8][CH3:9])=[O:6])[CH:24]=[CH:25][CH:26]=1)[CH:15]([F:16])[F:17]. The yield is 0.980. (3) The reactants are [CH3:1][O:2][CH2:3][C@@H:4]1[O:8][C:7]2([CH2:13][CH2:12][CH2:11][CH2:10][CH2:9]2)[O:6][C@H:5]1[CH:14]=O.[OH2:16].Cl.[NH2:18]O.C([O-])([O-])=O.[Na+].[Na+]. The catalyst is CO. The product is [CH3:1][O:2][CH2:3][CH:4]1[O:8][C:7]2([CH2:13][CH2:12][CH2:11][CH2:10][CH2:9]2)[O:6][CH:5]1[CH:14]=[N:18][OH:16]. The yield is 1.01. (4) The reactants are [C:1]([O:4][CH:5]([CH2:19][CH2:20][S:21][CH3:22])[C:6]([NH:8][CH2:9][CH2:10][CH2:11][CH2:12][CH2:13][CH2:14][CH2:15][CH2:16][CH2:17][CH3:18])=[O:7])(=[O:3])[CH3:2].[OH:23]O. The catalyst is CO. The product is [C:1]([O:4][CH:5]([CH2:19][CH2:20][S:21]([CH3:22])=[O:23])[C:6]([NH:8][CH2:9][CH2:10][CH2:11][CH2:12][CH2:13][CH2:14][CH2:15][CH2:16][CH2:17][CH3:18])=[O:7])(=[O:3])[CH3:2]. The yield is 1.00.